This data is from Reaction yield outcomes from USPTO patents with 853,638 reactions. The task is: Predict the reaction yield, written as a fraction of the theoretical maximum amount of product (1.0 means a 100% yield; for example, 0.34 means a 34% yield). (1) The reactants are [Cl:1][C:2]1[CH:3]=[C:4]([CH2:14][N:15]2[C:19]([CH3:20])=[CH:18][C:17]([C:21]([O:23]CC)=[O:22])=[N:16]2)[C:5]2[O:9][C:8]([CH:10]([CH3:12])[CH3:11])=[CH:7][C:6]=2[CH:13]=1. The catalyst is [OH-].[Na+].C(O)C. The product is [Cl:1][C:2]1[CH:3]=[C:4]([CH2:14][N:15]2[C:19]([CH3:20])=[CH:18][C:17]([C:21]([OH:23])=[O:22])=[N:16]2)[C:5]2[O:9][C:8]([CH:10]([CH3:11])[CH3:12])=[CH:7][C:6]=2[CH:13]=1. The yield is 0.960. (2) The reactants are [Br:1]Br.[CH:3]1([C:6]2[N:7]([CH2:17][O:18][CH2:19][CH2:20][Si:21]([CH3:24])([CH3:23])[CH3:22])[CH:8]=[C:9]([C:11]3[CH:16]=[CH:15][N:14]=[CH:13][N:12]=3)[N:10]=2)[CH2:5][CH2:4]1.C([O-])([O-])=O.[Na+].[Na+]. The catalyst is C(Cl)Cl. The product is [Br:1][C:8]1[N:7]([CH2:17][O:18][CH2:19][CH2:20][Si:21]([CH3:24])([CH3:23])[CH3:22])[C:6]([CH:3]2[CH2:4][CH2:5]2)=[N:10][C:9]=1[C:11]1[CH:16]=[CH:15][N:14]=[CH:13][N:12]=1. The yield is 0.630.